Dataset: Full USPTO retrosynthesis dataset with 1.9M reactions from patents (1976-2016). Task: Predict the reactants needed to synthesize the given product. (1) Given the product [C:4]([C:3]1[C:22](=[O:21])[CH:23]=[C:24]([C@@H:26]2[CH2:31][CH2:30][CH2:29][N:28]([C:32]([O:34][CH2:35][C:36]3[CH:37]=[CH:38][CH:39]=[CH:40][CH:41]=3)=[O:33])[CH2:27]2)[NH:1][C:2]=1[C:6]1[CH:7]=[CH:8][CH:9]=[CH:10][CH:11]=1)#[N:5], predict the reactants needed to synthesize it. The reactants are: [NH2:1][C:2]([C:6]1[CH:11]=[CH:10][C:9](OC2C=CC=CC=2)=[CH:8][CH:7]=1)=[CH:3][C:4]#[N:5].C([O:21][C:22](=O)[CH2:23][C:24]([C@@H:26]1[CH2:31][CH2:30][CH2:29][N:28]([C:32]([O:34][CH2:35][C:36]2[CH:41]=[CH:40][CH:39]=[CH:38][CH:37]=2)=[O:33])[CH2:27]1)=O)C.CO.C(Cl)Cl. (2) The reactants are: [CH3:1][C:2]1[CH:7]=[CH:6][CH:5]=[CH:4][C:3]=1[O:8][CH2:9][C:10]([F:13])([F:12])[F:11].CC(N=NC(C#N)(C)C)(C#N)C.[Br:26]N1C(=O)CCC1=O. Given the product [Br:26][CH2:1][C:2]1[CH:7]=[CH:6][CH:5]=[CH:4][C:3]=1[O:8][CH2:9][C:10]([F:11])([F:12])[F:13], predict the reactants needed to synthesize it.